From a dataset of Forward reaction prediction with 1.9M reactions from USPTO patents (1976-2016). Predict the product of the given reaction. (1) Given the reactants [OH:1][C:2]1[C:18]([NH:19][C:20]2[C:23](=[O:24])[C:22](=[O:25])[C:21]=2OC)=[CH:17][CH:16]=[CH:15][C:3]=1[C:4]([N:6]1[CH2:10][CH2:9][CH2:8][C@@H:7]1[C:11]([O:13][CH3:14])=[O:12])=[O:5].[CH3:28][C:29]1[O:33][C:32]([C@@H:34]([NH2:40])[CH:35]2[CH2:39][CH2:38][CH2:37][S:36]2)=[CH:31][CH:30]=1, predict the reaction product. The product is: [OH:1][C:2]1[C:18]([NH:19][C:20]2[C:23](=[O:24])[C:22](=[O:25])[C:21]=2[NH:40][CH:34]([C:32]2[O:33][C:29]([CH3:28])=[CH:30][CH:31]=2)[CH:35]2[CH2:39][CH2:38][CH2:37][S:36]2)=[CH:17][CH:16]=[CH:15][C:3]=1[C:4]([N:6]1[CH2:10][CH2:9][CH2:8][C@@H:7]1[C:11]([O:13][CH3:14])=[O:12])=[O:5]. (2) Given the reactants [Cl:1][C:2]1[C:7]([CH3:8])=[CH:6][C:5]([S:9]([NH:12][C:13]2[CH:14]=[C:15]([C:19]3[CH:24]=[CH:23][C:22]([C:25]([OH:27])=O)=[CH:21][CH:20]=3)[CH:16]=[CH:17][CH:18]=2)(=[O:11])=[O:10])=[C:4]([CH3:28])[CH:3]=1.[CH3:29][O:30][CH2:31][CH2:32][NH2:33], predict the reaction product. The product is: [CH3:29][O:30][CH2:31][CH2:32][NH:33][C:25]([C:22]1[CH:21]=[CH:20][C:19]([C:15]2[CH:16]=[CH:17][CH:18]=[C:13]([NH:12][S:9]([C:5]3[CH:6]=[C:7]([CH3:8])[C:2]([Cl:1])=[CH:3][C:4]=3[CH3:28])(=[O:10])=[O:11])[CH:14]=2)=[CH:24][CH:23]=1)=[O:27]. (3) Given the reactants [OH:1][C@@H:2]([C@H:4]1[C:36](=[O:37])[N:6]2[C:7]([C:23]([O:25][CH2:26][C:27]3[CH:32]=[CH:31][C:30]([N+:33]([O-:35])=[O:34])=[CH:29][CH:28]=3)=[O:24])=[C:8]([C:11]3[S:15][C:14]4=[C:16]([S:19][CH2:20][CH2:21][CH3:22])[N:17]=[CH:18][N:13]4[CH:12]=3)[C@H:9]([CH3:10])[C@H:5]12)[CH3:3].[F:38][C:39]([F:46])([F:45])[S:40]([O:43]C)(=[O:42])=[O:41], predict the reaction product. The product is: [F:38][C:39]([F:46])([F:45])[S:40]([O-:43])(=[O:42])=[O:41].[OH:1][C@@H:2]([C@H:4]1[C:36](=[O:37])[N:6]2[C:7]([C:23]([O:25][CH2:26][C:27]3[CH:28]=[CH:29][C:30]([N+:33]([O-:35])=[O:34])=[CH:31][CH:32]=3)=[O:24])=[C:8]([C:11]3[S:15][C:14]4=[C:16]([S:19][CH2:20][CH2:21][CH3:22])[N:17]([CH3:39])[CH:18]=[N+:13]4[CH:12]=3)[C@H:9]([CH3:10])[C@H:5]12)[CH3:3]. (4) The product is: [CH:1]1([C:4]2[C:5]([N:24]([CH2:29][CH2:30][CH:31]([CH3:33])[CH3:32])[S:25]([CH3:28])(=[O:27])=[O:26])=[CH:6][C:7]3[O:11][C:10]([C:12]4[CH:13]=[CH:14][C:15]([F:18])=[CH:16][CH:17]=4)=[C:9]([C:19]4[NH:22][CH:35]([CH3:36])[O:21][N:20]=4)[C:8]=3[CH:23]=2)[CH2:2][CH2:3]1. Given the reactants [CH:1]1([C:4]2[C:5]([N:24]([CH2:29][CH2:30][CH:31]([CH3:33])[CH3:32])[S:25]([CH3:28])(=[O:27])=[O:26])=[CH:6][C:7]3[O:11][C:10]([C:12]4[CH:17]=[CH:16][C:15]([F:18])=[CH:14][CH:13]=4)=[C:9]([C:19](=[NH:22])[NH:20][OH:21])[C:8]=3[CH:23]=2)[CH2:3][CH2:2]1.O.[CH:35](=O)[CH3:36], predict the reaction product. (5) Given the reactants [Cl:1][C:2]1[CH:7]=[CH:6][C:5]([C:8]2[O:12][C:11]([CH:13]=O)=[CH:10][CH:9]=2)=[CH:4][C:3]=1[C:15]([F:18])([F:17])[F:16].[N+:19]([CH2:22][CH3:23])([O-:21])=[O:20].C(N)CCC, predict the reaction product. The product is: [Cl:1][C:2]1[CH:7]=[CH:6][C:5]([C:8]2[O:12][C:11](/[CH:13]=[C:22](/[N+:19]([O-:21])=[O:20])\[CH3:23])=[CH:10][CH:9]=2)=[CH:4][C:3]=1[C:15]([F:18])([F:17])[F:16]. (6) Given the reactants [C:1]([O:5][C:6]([CH2:8][O:9][C:10]([N:12]1[C:21]2[C:16](=[CH:17][C:18]([C:22]([F:25])([F:24])[F:23])=[CH:19][CH:20]=2)[C@@H:15]([NH:26][C:27]2[N:32]=[CH:31][C:30]([N:33]3[CH2:38][CH2:37][O:36][CH2:35][CH2:34]3)=[CH:29][N:28]=2)[CH2:14][C@H:13]1[CH2:39][CH3:40])=[O:11])=[O:7])([CH3:4])([CH3:3])[CH3:2].CC(C)([O-])C.[K+].Br[CH2:48][C:49]1[CH:50]=[C:51]([CH:54]=[C:55]([C:57]([F:60])([F:59])[F:58])[CH:56]=1)[C:52]#[N:53].Cl, predict the reaction product. The product is: [C:1]([O:5][C:6]([CH2:8][O:9][C:10]([N:12]1[C:21]2[C:16](=[CH:17][C:18]([C:22]([F:23])([F:24])[F:25])=[CH:19][CH:20]=2)[C@@H:15]([N:26]([CH2:48][C:49]2[CH:56]=[C:55]([C:57]([F:58])([F:59])[F:60])[CH:54]=[C:51]([C:52]#[N:53])[CH:50]=2)[C:27]2[N:32]=[CH:31][C:30]([N:33]3[CH2:34][CH2:35][O:36][CH2:37][CH2:38]3)=[CH:29][N:28]=2)[CH2:14][C@H:13]1[CH2:39][CH3:40])=[O:11])=[O:7])([CH3:4])([CH3:3])[CH3:2]. (7) Given the reactants [H-].C([Al+]CC(C)C)C(C)C.C([O:13][C:14]([C:16]1[C:17]([C:28]2[CH:33]=[CH:32][N:31]=[CH:30][CH:29]=2)=[C:18]([C:21]2[CH:26]=[CH:25][C:24]([F:27])=[CH:23][CH:22]=2)[NH:19][CH:20]=1)=O)C, predict the reaction product. The product is: [F:27][C:24]1[CH:23]=[CH:22][C:21]([C:18]2[NH:19][CH:20]=[C:16]([CH2:14][OH:13])[C:17]=2[C:28]2[CH:33]=[CH:32][N:31]=[CH:30][CH:29]=2)=[CH:26][CH:25]=1. (8) Given the reactants [F:1][C:2]1[C:3]([N:11]2[CH2:16][CH2:15][CH:14]([C:17]([F:20])([F:19])[F:18])[CH2:13][CH2:12]2)=[CH:4][C:5]([NH:9][CH3:10])=[C:6]([CH:8]=1)[NH2:7].[Cl:21][C:22]1[CH:38]=[CH:37][C:25]([CH2:26][NH:27][C:28]([C:30]2([C:33]([F:36])([F:35])[F:34])[CH2:32][CH2:31]2)=[O:29])=[CH:24][C:23]=1[N:39]=[C:40]=S.CC(C)N=C=NC(C)C, predict the reaction product. The product is: [Cl:21][C:22]1[CH:38]=[CH:37][C:25]([CH2:26][NH:27][C:28]([C:30]2([C:33]([F:36])([F:35])[F:34])[CH2:32][CH2:31]2)=[O:29])=[CH:24][C:23]=1[NH:39][C:40]1[N:9]([CH3:10])[C:5]2[CH:4]=[C:3]([N:11]3[CH2:16][CH2:15][CH:14]([C:17]([F:19])([F:20])[F:18])[CH2:13][CH2:12]3)[C:2]([F:1])=[CH:8][C:6]=2[N:7]=1.